From a dataset of Forward reaction prediction with 1.9M reactions from USPTO patents (1976-2016). Predict the product of the given reaction. (1) Given the reactants [NH2:1][C:2]1[C:3]([OH:13])=[C:4]([S:9]([NH2:12])(=[O:11])=[O:10])[C:5]([Cl:8])=[CH:6][CH:7]=1.[CH3:14][C:15]1[C:19]([N:20]=[C:21]=[O:22])=[C:18]([CH3:23])[O:17][N:16]=1, predict the reaction product. The product is: [NH2:12][S:9]([C:4]1[C:3]([OH:13])=[C:2]([NH:1][C:21]([NH:20][C:19]2[C:15]([CH3:14])=[N:16][O:17][C:18]=2[CH3:23])=[O:22])[CH:7]=[CH:6][C:5]=1[Cl:8])(=[O:11])=[O:10]. (2) Given the reactants [CH3:1][N:2]([C:12]1[CH:17]=[CH:16][C:15]([N+:18]([O-])=O)=[C:14]([N:21]2[CH2:26][CH2:25][CH2:24][CH2:23][CH2:22]2)[CH:13]=1)[C:3]([N:5]1[CH2:10][CH2:9][N:8]([CH3:11])[CH2:7][CH2:6]1)=[O:4], predict the reaction product. The product is: [NH2:18][C:15]1[CH:16]=[CH:17][C:12]([N:2]([CH3:1])[C:3]([N:5]2[CH2:6][CH2:7][N:8]([CH3:11])[CH2:9][CH2:10]2)=[O:4])=[CH:13][C:14]=1[N:21]1[CH2:26][CH2:25][CH2:24][CH2:23][CH2:22]1.